Dataset: Full USPTO retrosynthesis dataset with 1.9M reactions from patents (1976-2016). Task: Predict the reactants needed to synthesize the given product. (1) Given the product [CH3:20][O:19][C:15]1[CH:16]=[CH:17][CH:18]=[C:13]([O:12][CH3:11])[C:14]=1[CH2:21][C:22]1[C:23]([NH2:24])=[N:2][C:3]2[C:4]([CH:9]=1)=[CH:5][N:6]=[CH:7][CH:8]=2, predict the reactants needed to synthesize it. The reactants are: Cl.[NH2:2][C:3]1[CH:8]=[CH:7][N:6]=[CH:5][C:4]=1[CH:9]=O.[CH3:11][O:12][C:13]1[CH:18]=[CH:17][CH:16]=[C:15]([O:19][CH3:20])[C:14]=1[CH2:21][CH2:22][C:23]#[N:24].CC([O-])(C)C.[K+]. (2) Given the product [CH2:16]([O:9][C:8](=[O:10])[C:7]1[C:2]([CH3:1])=[CH:3][CH:4]=[N:5][CH:6]=1)[CH3:17], predict the reactants needed to synthesize it. The reactants are: [CH3:1][C:2]1[C:7]([C:8]([OH:10])=[O:9])=[CH:6][N:5]=[CH:4][CH:3]=1.S(=O)(=O)(O)O.[CH2:16](O)[CH3:17].